Task: Predict the reactants needed to synthesize the given product.. Dataset: Full USPTO retrosynthesis dataset with 1.9M reactions from patents (1976-2016) Given the product [Cl:30][C:25]1[CH:24]=[C:23]([CH:28]=[CH:27][C:26]=1[Cl:29])[CH2:22][O:21][C:18]1[CH:17]=[CH:16][C:15]([C:13](=[O:14])[CH2:12][O:10][C:3]2[CH:4]=[C:5]([CH:8]=[CH:9][C:2]=2[F:1])[C:6]#[N:7])=[CH:20][CH:19]=1, predict the reactants needed to synthesize it. The reactants are: [F:1][C:2]1[CH:9]=[CH:8][C:5]([C:6]#[N:7])=[CH:4][C:3]=1[OH:10].Br[CH2:12][C:13]([C:15]1[CH:20]=[CH:19][C:18]([O:21][CH2:22][C:23]2[CH:28]=[CH:27][C:26]([Cl:29])=[C:25]([Cl:30])[CH:24]=2)=[CH:17][CH:16]=1)=[O:14].C(=O)([O-])[O-].[K+].[K+].